Dataset: Forward reaction prediction with 1.9M reactions from USPTO patents (1976-2016). Task: Predict the product of the given reaction. (1) The product is: [CH2:32]([N:39]([CH:44]([CH3:46])[CH3:45])[C:40](=[O:43])[CH2:41][N:13]1[C:12](=[O:21])[CH2:11][C:10]2[N:16]([C:7]([C:1]3[CH:2]=[CH:3][CH:4]=[CH:5][CH:6]=3)=[N:8][N:9]=2)[C:15]2[CH:17]=[CH:18][CH:19]=[CH:20][C:14]1=2)[C:33]1[CH:38]=[CH:37][CH:36]=[CH:35][CH:34]=1. Given the reactants [C:1]1([C:7]2[N:16]3[C:10]([CH2:11][C:12](=[O:21])[NH:13][C:14]4[CH:20]=[CH:19][CH:18]=[CH:17][C:15]=43)=[N:9][N:8]=2)[CH:6]=[CH:5][CH:4]=[CH:3][CH:2]=1.C[Si]([N-][Si](C)(C)C)(C)C.[Na+].[CH2:32]([N:39]([CH:44]([CH3:46])[CH3:45])[C:40](=[O:43])[CH2:41]Br)[C:33]1[CH:38]=[CH:37][CH:36]=[CH:35][CH:34]=1, predict the reaction product. (2) Given the reactants [Cl:1][C:2]1[C:11]2[C:6](=[CH:7][CH:8]=[C:9]([CH:12]=C)[CH:10]=2)[N:5]=[CH:4][CH:3]=1.N1C(C)=CC=CC=1C.[O-:22]I(=O)(=O)=O.[Na+].O, predict the reaction product. The product is: [Cl:1][C:2]1[C:11]2[C:6](=[CH:7][CH:8]=[C:9]([CH:12]=[O:22])[CH:10]=2)[N:5]=[CH:4][CH:3]=1. (3) Given the reactants C(OC(=O)[NH:10][C@H:11]1[CH2:16][CH2:15][C@H:14]([CH:17]2[NH:30][C:29]3[C:28]4[C:23](=[CH:24][CH:25]=[C:26]([O:31][CH3:32])[N:27]=4)[N:22]=[CH:21][C:20]=3[O:19][CH2:18]2)[CH2:13][CH2:12]1)C1C=CC=CC=1, predict the reaction product. The product is: [CH3:32][O:31][C:26]1[N:27]=[C:28]2[C:23](=[CH:24][CH:25]=1)[N:22]=[CH:21][C:20]1[O:19][CH2:18][CH:17]([C@H:14]3[CH2:15][CH2:16][C@H:11]([NH2:10])[CH2:12][CH2:13]3)[NH:30][C:29]2=1. (4) Given the reactants Br[CH2:2][CH2:3][CH2:4][CH2:5][CH2:6][CH2:7][CH2:8][CH2:9]C.[CH3:11][O:12][C:13]1[CH:14]=[C:15]([CH:18]=[CH:19][CH:20]=1)[CH:16]=O.[NH4+].[Cl-].Cl, predict the reaction product. The product is: [CH3:11][O:12][C:13]1[CH:20]=[CH:19][CH:18]=[C:15]([CH:16]=[CH:2][CH2:3][CH2:4][CH2:5][CH2:6][CH2:7][CH2:8][CH3:9])[CH:14]=1. (5) Given the reactants CC1(C)C[O:5][C:4]([C:7]([C:10]2[CH:15]=[CH:14][C:13]([CH2:16][CH2:17][N:18]3[CH2:23][CH2:22][CH:21]([C:24]4[N:28]([CH2:29][CH2:30][O:31][CH2:32][CH3:33])[C:27]5[CH:34]=[CH:35][CH:36]=[CH:37][C:26]=5[N:25]=4)[CH2:20][CH2:19]3)=[CH:12][CH:11]=2)([CH3:9])[CH3:8])=N1.Cl.[OH-].[Na+].C([O:44]C(=O)C)C, predict the reaction product. The product is: [CH2:32]([O:31][CH2:30][CH2:29][N:28]1[C:27]2[CH:34]=[CH:35][CH:36]=[CH:37][C:26]=2[N:25]=[C:24]1[CH:21]1[CH2:20][CH2:19][N:18]([CH2:17][CH2:16][C:13]2[CH:12]=[CH:11][C:10]([C:7]([CH3:9])([CH3:8])[C:4]([OH:44])=[O:5])=[CH:15][CH:14]=2)[CH2:23][CH2:22]1)[CH3:33]. (6) Given the reactants Br[CH:2]([C:13]1[CH:18]=[CH:17][CH:16]=[CH:15][CH:14]=1)[CH:3](OC)[CH2:4][CH2:5][CH2:6][CH2:7][CH2:8][CH2:9][CH3:10].[C:19](=[O:21])=[O:20].[NH4+].[Cl-].Cl.[CH2:25]([O:27]CC)C, predict the reaction product. The product is: [CH3:25][O:27][C:15]1[CH:14]=[C:13]([CH2:2][CH2:3][CH2:4][CH2:5][CH2:6][CH2:7][CH2:8][CH2:9][CH3:10])[CH:18]=[CH:17][C:16]=1[C:19]([OH:21])=[O:20]. (7) Given the reactants [F:1][C:2]1[CH:7]=[C:6]([N+:8]([O-:10])=[O:9])[CH:5]=[CH:4][C:3]=1[N:11]1[CH2:16][CH2:15][CH:14]([C:17]2[O:21][C:20](=[O:22])[NH:19][N:18]=2)[CH2:13][CH2:12]1.[CH2:23](Br)[CH3:24].C([O-])([O-])=O.[K+].[K+], predict the reaction product. The product is: [CH2:23]([N:19]1[N:18]=[C:17]([CH:14]2[CH2:15][CH2:16][N:11]([C:3]3[CH:4]=[CH:5][C:6]([N+:8]([O-:10])=[O:9])=[CH:7][C:2]=3[F:1])[CH2:12][CH2:13]2)[O:21][C:20]1=[O:22])[CH3:24].